From a dataset of Reaction yield outcomes from USPTO patents with 853,638 reactions. Predict the reaction yield, written as a fraction of the theoretical maximum amount of product (1.0 means a 100% yield; for example, 0.34 means a 34% yield). (1) The reactants are Cl[C:2]1[C:7]([Cl:8])=[N:6][CH:5]=[CH:4][N:3]=1.[N:9]1([C:15]([O:17][C:18]([CH3:21])([CH3:20])[CH3:19])=[O:16])[CH2:14][CH2:13][NH:12][CH2:11][CH2:10]1. The catalyst is C(O)C. The product is [Cl:8][C:7]1[C:2]([N:12]2[CH2:11][CH2:10][N:9]([C:15]([O:17][C:18]([CH3:21])([CH3:20])[CH3:19])=[O:16])[CH2:14][CH2:13]2)=[N:3][CH:4]=[CH:5][N:6]=1. The yield is 0.700. (2) The reactants are [NH2:1][OH:2].Cl.[OH-].[Na+].[F:6][C:7]1[CH:14]=[CH:13][C:10]([CH:11]=O)=[CH:9][CH:8]=1. The catalyst is O.CCO. The product is [F:6][C:7]1[CH:14]=[CH:13][C:10]([CH:11]=[N:1][OH:2])=[CH:9][CH:8]=1. The yield is 0.960. (3) The reactants are [Br:1][C:2]1[CH:3]=[C:4]([NH2:9])[C:5]([NH2:8])=[CH:6][CH:7]=1.Cl.C(O[C:14](=N)[CH2:15][Cl:16])C. No catalyst specified. The product is [Br:1][C:2]1[CH:7]=[CH:6][C:5]2[N:8]=[C:14]([CH2:15][Cl:16])[NH:9][C:4]=2[CH:3]=1. The yield is 0.300. (4) The reactants are C([O-])([O-])=O.[Na+].[Na+].[F:7][C:8]1[C:13](I)=[CH:12][C:11]([C:15]2[CH:20]=[CH:19][CH:18]=[CH:17][CH:16]=2)=[CH:10][N:9]=1.C(N1C2C(=CC=CC=2)C=C1B(O)O)(OC(C)(C)C)=O. The catalyst is O.C1(C)C=CC=CC=1.CCO.C1C=CC([P]([Pd]([P](C2C=CC=CC=2)(C2C=CC=CC=2)C2C=CC=CC=2)([P](C2C=CC=CC=2)(C2C=CC=CC=2)C2C=CC=CC=2)[P](C2C=CC=CC=2)(C2C=CC=CC=2)C2C=CC=CC=2)(C2C=CC=CC=2)C2C=CC=CC=2)=CC=1. The product is [F:7][C:8]1[CH:13]=[CH:12][C:11]([C:15]2[CH:20]=[CH:19][CH:18]=[CH:17][CH:16]=2)=[CH:10][N:9]=1. The yield is 0.760.